This data is from Forward reaction prediction with 1.9M reactions from USPTO patents (1976-2016). The task is: Predict the product of the given reaction. (1) Given the reactants [Li]CCCC.[S:6]1[CH:10]=[CH:9][C:8]2[CH:11]=[CH:12][CH:13]=[CH:14][C:7]1=2.[Cl:15][CH2:16][CH2:17][CH2:18]I.O, predict the reaction product. The product is: [Cl:15][CH2:16][CH2:17][CH2:18][C:10]1[S:6][C:7]2[CH:14]=[CH:13][CH:12]=[CH:11][C:8]=2[CH:9]=1. (2) Given the reactants Cl[C:2]1[C:11]2[C:6](=[CH:7][CH:8]=[CH:9][CH:10]=2)[CH:5]=[C:4]([Cl:12])[N:3]=1.[CH2:13]([N:15]1[CH2:20][CH2:19][NH:18][CH2:17][CH2:16]1)[CH3:14].C(=O)([O-])[O-].[K+].[K+], predict the reaction product. The product is: [Cl:12][C:4]1[N:3]=[C:2]([N:18]2[CH2:19][CH2:20][N:15]([CH2:13][CH3:14])[CH2:16][CH2:17]2)[C:11]2[C:6]([CH:5]=1)=[CH:7][CH:8]=[CH:9][CH:10]=2. (3) Given the reactants Br[C:2]1[CH:7]=[CH:6][C:5]([C:8]2([OH:19])[CH2:13][CH2:12][CH2:11][CH2:10][CH:9]2[N:14]2[CH:18]=[N:17][CH:16]=[N:15]2)=[CH:4][CH:3]=1.[Br:20]C1C=CC=C(Br)C=1, predict the reaction product. The product is: [Br:20][C:3]1[CH:4]=[C:5]([C:8]2([OH:19])[CH2:13][CH2:12][CH2:11][CH2:10][CH:9]2[N:14]2[CH:18]=[N:17][CH:16]=[N:15]2)[CH:6]=[CH:7][CH:2]=1. (4) Given the reactants BrC1C=C(S(NC2C(O)=CC(Cl)=CN=2)(=O)=O)C=NC=1.[Br:20][C:21]1[CH:22]=[C:23]([O:42]C)[C:24]([NH:27][S:28]([C:31]2[CH:36]=[CH:35][CH:34]=[C:33]([O:37][C:38]([F:41])([F:40])[F:39])[CH:32]=2)(=[O:30])=[O:29])=[N:25][CH:26]=1.BrC1C=C(S(NC2C(OC)=CC(Cl)=CN=2)(=O)=O)C=NC=1, predict the reaction product. The product is: [Br:20][C:21]1[CH:22]=[C:23]([OH:42])[C:24]([NH:27][S:28]([C:31]2[CH:36]=[CH:35][CH:34]=[C:33]([O:37][C:38]([F:41])([F:40])[F:39])[CH:32]=2)(=[O:29])=[O:30])=[N:25][CH:26]=1. (5) Given the reactants [CH3:1][CH:2]([OH:9])[CH2:3][CH2:4][CH2:5][CH2:6][CH2:7][CH3:8].[OH2:10].[C:11]1([CH3:21])C=CC(S(O)(=O)=O)=C[CH:12]=1.C1C2NC3C(=CC=CC=3)SC=2C=CC=1, predict the reaction product. The product is: [C:21]([O:9][CH:2]([CH2:3][CH2:4][CH2:5][CH2:6][CH2:7][CH3:8])[CH3:1])(=[O:10])[CH:11]=[CH2:12]. (6) Given the reactants [CH3:1][O:2][C:3]1[CH:4]=[C:5]2[C:10](=[CH:11][C:12]=1[O:13][CH3:14])[N:9]=[CH:8][CH:7]=[C:6]2[O:15][C:16]1[C:22]([CH3:23])=[CH:21][C:19]([NH2:20])=[C:18]([CH3:24])[CH:17]=1.Cl[C:26](Cl)([O:28][C:29](=[O:35])OC(Cl)(Cl)Cl)Cl.[CH:37]1(O)[CH2:43][CH2:42]C[CH2:40][CH2:39][CH2:38]1.C(=O)(O)[O-].[Na+], predict the reaction product. The product is: [CH3:1][O:2][C:3]1[CH:4]=[C:5]2[C:10](=[CH:11][C:12]=1[O:13][CH3:14])[N:9]=[CH:8][CH:7]=[C:6]2[O:15][C:16]1[C:22]([CH3:23])=[CH:21][C:19]([NH:20][C:29](=[O:35])[O:28][CH:26]2[CH2:40][CH2:39][CH2:38][CH2:37][CH2:43][CH2:42]2)=[C:18]([CH3:24])[CH:17]=1. (7) Given the reactants Br[C:2]1[CH:3]=[C:4]2[NH:10][C:9]([C:11]([N:13]3[CH2:18][CH2:17][CH:16]([C:19]4[CH:24]=[CH:23][CH:22]=[CH:21][C:20]=4[C:25]([F:28])([F:27])[F:26])[CH2:15][CH2:14]3)=[O:12])=[CH:8][C:5]2=[N:6][CH:7]=1.[NH:29]1[CH2:34][CH2:33][O:32][CH2:31][CH2:30]1.C([O-])([O-])=O.[Cs+].[Cs+].[NH4+].[OH-], predict the reaction product. The product is: [O:32]1[CH2:33][CH2:34][N:29]([C:2]2[CH:3]=[C:4]3[NH:10][C:9]([C:11]([N:13]4[CH2:18][CH2:17][CH:16]([C:19]5[CH:24]=[CH:23][CH:22]=[CH:21][C:20]=5[C:25]([F:28])([F:27])[F:26])[CH2:15][CH2:14]4)=[O:12])=[CH:8][C:5]3=[N:6][CH:7]=2)[CH2:30][CH2:31]1.